Dataset: Reaction yield outcomes from USPTO patents with 853,638 reactions. Task: Predict the reaction yield, written as a fraction of the theoretical maximum amount of product (1.0 means a 100% yield; for example, 0.34 means a 34% yield). (1) The reactants are [CH:1]1([NH:4][C:5]([NH:7][C:8]2[CH:13]=[CH:12][C:11]([O:14][C:15]3[CH:20]=[CH:19][N:18]=[C:17]4[CH:21]=[C:22]([C:24]5[CH:29]=[CH:28][C:27]([CH2:30][N:31]6[CH2:36][CH2:35][NH:34][CH2:33][CH2:32]6)=[CH:26][N:25]=5)[S:23][C:16]=34)=[C:10]([F:37])[CH:9]=2)=[O:6])[CH2:3][CH2:2]1.C(N(CC)CC)C.[Cl:45][CH2:46][C:47](Cl)=[O:48]. The catalyst is C(Cl)Cl. The product is [Cl:45][CH2:46][C:47]([N:34]1[CH2:33][CH2:32][N:31]([CH2:30][C:27]2[CH:28]=[CH:29][C:24]([C:22]3[S:23][C:16]4[C:17](=[N:18][CH:19]=[CH:20][C:15]=4[O:14][C:11]4[CH:12]=[CH:13][C:8]([NH:7][C:5]([NH:4][CH:1]5[CH2:3][CH2:2]5)=[O:6])=[CH:9][C:10]=4[F:37])[CH:21]=3)=[N:25][CH:26]=2)[CH2:36][CH2:35]1)=[O:48]. The yield is 1.00. (2) The reactants are O=[C:2]([CH3:12])[CH2:3][CH:4]1[C:9](=[O:10])[CH2:8][CH2:7][CH2:6][C:5]1=O.C(OC(=O)C)(=O)C.C([O-])(=O)C.[NH4+:24]. The catalyst is C(O)(=O)C. The product is [CH3:12][C:2]1[NH:24][C:5]2[CH2:6][CH2:7][CH2:8][C:9](=[O:10])[C:4]=2[CH:3]=1. The yield is 0.564.